This data is from Forward reaction prediction with 1.9M reactions from USPTO patents (1976-2016). The task is: Predict the product of the given reaction. Given the reactants [NH2:1][CH2:2][C@H:3]1[N:8]([C:9]([C:11]2[N:12]=[C:13]([CH3:23])[S:14][C:15]=2[C:16]2[CH:17]=[C:18]([CH3:22])[CH:19]=[CH:20][CH:21]=2)=[O:10])[CH2:7][C@H:6]2[C@@H:4]1[CH2:5]2.[CH3:24][C:25]1[CH:33]=[CH:32][C:31]([CH3:34])=[CH:30][C:26]=1[C:27](O)=[O:28], predict the reaction product. The product is: [CH3:24][C:25]1[CH:33]=[CH:32][C:31]([CH3:34])=[CH:30][C:26]=1[C:27]([NH:1][CH2:2][C@H:3]1[N:8]([C:9]([C:11]2[N:12]=[C:13]([CH3:23])[S:14][C:15]=2[C:16]2[CH:17]=[C:18]([CH3:22])[CH:19]=[CH:20][CH:21]=2)=[O:10])[CH2:7][C@H:6]2[C@@H:4]1[CH2:5]2)=[O:28].